From a dataset of Forward reaction prediction with 1.9M reactions from USPTO patents (1976-2016). Predict the product of the given reaction. (1) Given the reactants Cl.Cl[C:3]1[N:4]=[C:5]([OH:13])[C:6]2[CH:12]=[CH:11][N:10]=[CH:9][C:7]=2[N:8]=1.[NH:14]1[CH2:19][CH2:18][O:17][CH2:16][CH2:15]1, predict the reaction product. The product is: [N:14]1([C:3]2[N:4]=[C:5]([OH:13])[C:6]3[CH:12]=[CH:11][N:10]=[CH:9][C:7]=3[N:8]=2)[CH2:19][CH2:18][O:17][CH2:16][CH2:15]1. (2) The product is: [Br:1][C:2]1[CH:3]=[C:4]([NH2:26])[C:5]([NH:9][CH:10]2[CH2:15][CH2:14][N:13]([C@H:16]3[CH2:21][CH2:20][C@H:19]([O:22][CH2:23][CH2:24][CH3:25])[CH2:18][CH2:17]3)[CH2:12][CH2:11]2)=[CH:6][C:7]=1[CH3:8]. Given the reactants [Br:1][C:2]1[C:7]([CH3:8])=[CH:6][C:5]([NH:9][CH:10]2[CH2:15][CH2:14][N:13]([C@H:16]3[CH2:21][CH2:20][C@H:19]([O:22][CH2:23][CH2:24][CH3:25])[CH2:18][CH2:17]3)[CH2:12][CH2:11]2)=[C:4]([N+:26]([O-])=O)[CH:3]=1.O.NN, predict the reaction product. (3) Given the reactants [Cl:1][C:2]1[C:3](Cl)=[C:4]([Cl:13])[C:5]([Cl:12])=[C:6]([C:10]#[N:11])[C:7]=1[C:8]#[N:9].[OH:15][C:16]1[CH:25]=[CH:24][C:19]([C:20]([O:22][CH3:23])=[O:21])=[CH:18][CH:17]=1.C(=O)([O-])[O-].[K+].[K+].C(#N)C, predict the reaction product. The product is: [Cl:13][C:4]1[C:5]([Cl:12])=[C:6]([C:10]#[N:11])[C:7]([C:8]#[N:9])=[C:2]([Cl:1])[C:3]=1[O:15][C:16]1[CH:17]=[CH:18][C:19]([C:20]([O:22][CH3:23])=[O:21])=[CH:24][CH:25]=1.